From a dataset of Reaction yield outcomes from USPTO patents with 853,638 reactions. Predict the reaction yield, written as a fraction of the theoretical maximum amount of product (1.0 means a 100% yield; for example, 0.34 means a 34% yield). The reactants are [C:1]([O:5][P:6]([CH2:17][CH:18]([CH2:26][CH2:27][C:28]([O:30][C:31]([CH3:34])([CH3:33])[CH3:32])=[O:29])[C:19]([O:21][C:22]([CH3:25])([CH3:24])[CH3:23])=[O:20])([CH2:8][NH:9]CC1C=CC=CC=1)=[O:7])([CH3:4])([CH3:3])[CH3:2]. The catalyst is C(O)C.[Pd]. The product is [NH2:9][CH2:8][P:6]([CH2:17][CH:18]([CH2:26][CH2:27][C:28]([O:30][C:31]([CH3:34])([CH3:33])[CH3:32])=[O:29])[C:19]([O:21][C:22]([CH3:23])([CH3:24])[CH3:25])=[O:20])([O:5][C:1]([CH3:3])([CH3:4])[CH3:2])=[O:7]. The yield is 0.990.